This data is from Reaction yield outcomes from USPTO patents with 853,638 reactions. The task is: Predict the reaction yield, written as a fraction of the theoretical maximum amount of product (1.0 means a 100% yield; for example, 0.34 means a 34% yield). (1) The yield is 0.680. The reactants are [CH2:1]([O:3][C:4]1[CH:9]=[CH:8][C:7]([C:10](=O)[CH2:11][C:12](=O)[C:13]([F:16])([F:15])[F:14])=[CH:6][C:5]=1[C:19]([F:22])([F:21])[F:20])[CH3:2].[NH2:23][C:24]1[C:28]([C:29]2[CH:30]=[N:31][CH:32]=[CH:33][CH:34]=2)=[CH:27][NH:26][N:25]=1. The product is [CH2:1]([O:3][C:4]1[CH:9]=[CH:8][C:7]([C:10]2[CH:11]=[C:12]([C:13]([F:16])([F:15])[F:14])[N:25]3[N:26]=[CH:27][C:28]([C:29]4[CH:30]=[N:31][CH:32]=[CH:33][CH:34]=4)=[C:24]3[N:23]=2)=[CH:6][C:5]=1[C:19]([F:22])([F:21])[F:20])[CH3:2]. No catalyst specified. (2) The reactants are [F:1][C:2]1[C:19]([NH:20][S:21]([CH2:24][CH2:25][CH3:26])(=[O:23])=[O:22])=[CH:18][CH:17]=[C:16]([F:27])[C:3]=1[C:4]([NH:6][C:7]1[CH:8]=[C:9]2[CH:15]=[CH:14][NH:13][C:10]2=[N:11][CH:12]=1)=[O:5].[Br:28]N1C(=O)CCC1=O. The catalyst is C(Cl)(Cl)Cl. The product is [Br:28][C:15]1[C:9]2[C:10](=[N:11][CH:12]=[C:7]([NH:6][C:4](=[O:5])[C:3]3[C:16]([F:27])=[CH:17][CH:18]=[C:19]([NH:20][S:21]([CH2:24][CH2:25][CH3:26])(=[O:23])=[O:22])[C:2]=3[F:1])[CH:8]=2)[NH:13][CH:14]=1. The yield is 0.712. (3) The reactants are Br[CH:2]([CH2:7][CH2:8]Br)[C:3]([O:5][CH3:6])=[O:4].[CH3:10][C:11]1([CH3:18])[CH2:16][CH:15]([NH2:17])[CH2:14][CH2:13][O:12]1. No catalyst specified. The product is [CH3:10][C:11]1([CH3:18])[CH2:16][CH:15]([N:17]2[CH2:8][CH2:7][CH:2]2[C:3]([O:5][CH3:6])=[O:4])[CH2:14][CH2:13][O:12]1. The yield is 0.330.